This data is from Peptide-MHC class I binding affinity with 185,985 pairs from IEDB/IMGT. The task is: Regression. Given a peptide amino acid sequence and an MHC pseudo amino acid sequence, predict their binding affinity value. This is MHC class I binding data. (1) The peptide sequence is IFKNLTKPL. The MHC is HLA-A24:02 with pseudo-sequence HLA-A24:02. The binding affinity (normalized) is 0.0847. (2) The peptide sequence is LTDEDKQNQ. The MHC is HLA-A02:01 with pseudo-sequence HLA-A02:01. The binding affinity (normalized) is 0.0847. (3) The peptide sequence is GHFPLQHAL. The MHC is HLA-B15:01 with pseudo-sequence HLA-B15:01. The binding affinity (normalized) is 0.0847. (4) The peptide sequence is LTDEQKNAV. The MHC is HLA-A02:01 with pseudo-sequence HLA-A02:01. The binding affinity (normalized) is 0.0847. (5) The peptide sequence is KSRCASPST. The MHC is HLA-B08:03 with pseudo-sequence HLA-B08:03. The binding affinity (normalized) is 0.0847. (6) The peptide sequence is LQLTAVFAY. The MHC is HLA-A02:01 with pseudo-sequence HLA-A02:01. The binding affinity (normalized) is 0.0847. (7) The peptide sequence is DLADQLIHL. The MHC is HLA-A02:12 with pseudo-sequence HLA-A02:12. The binding affinity (normalized) is 0.430.